From a dataset of Peptide-MHC class II binding affinity with 134,281 pairs from IEDB. Regression. Given a peptide amino acid sequence and an MHC pseudo amino acid sequence, predict their binding affinity value. This is MHC class II binding data. (1) The peptide sequence is AFKVAAVAANAAPAN. The MHC is DRB1_0802 with pseudo-sequence DRB1_0802. The binding affinity (normalized) is 0.924. (2) The peptide sequence is GGFMTTAFQYIIDNKG. The MHC is HLA-DQA10301-DQB10302 with pseudo-sequence HLA-DQA10301-DQB10302. The binding affinity (normalized) is 0.110.